This data is from Full USPTO retrosynthesis dataset with 1.9M reactions from patents (1976-2016). The task is: Predict the reactants needed to synthesize the given product. (1) Given the product [ClH:23].[ClH:23].[NH:8]1[CH2:9][CH2:10][CH:11]([NH:14][C:15]2[CH:20]=[C:19]([CH:18]=[CH:17][N:16]=2)[C:21]#[N:22])[CH2:12][CH2:13]1, predict the reactants needed to synthesize it. The reactants are: C(OC([N:8]1[CH2:13][CH2:12][CH:11]([NH:14][C:15]2[CH:20]=[C:19]([C:21]#[N:22])[CH:18]=[CH:17][N:16]=2)[CH2:10][CH2:9]1)=O)(C)(C)C.[ClH:23]. (2) The reactants are: [CH2:1]([O:8][C:9]1[CH:10]=[C:11]2[C:16](=[CH:17][C:18]=1[O:19][CH3:20])[C:15]([CH2:21][C:22]1[CH:27]=[CH:26][CH:25]=[C:24]([O:28][CH3:29])[CH:23]=1)=[N:14][CH:13]=[C:12]2[CH:30]=[O:31])[C:2]1[CH:7]=[CH:6][CH:5]=[CH:4][CH:3]=1.[Se](=O)=[O:33].C(OCC)(=O)C.CCCCCC. Given the product [CH2:1]([O:8][C:9]1[CH:10]=[C:11]2[C:16](=[CH:17][C:18]=1[O:19][CH3:20])[C:15]([C:21](=[O:33])[C:22]1[CH:27]=[CH:26][CH:25]=[C:24]([O:28][CH3:29])[CH:23]=1)=[N:14][CH:13]=[C:12]2[CH:30]=[O:31])[C:2]1[CH:7]=[CH:6][CH:5]=[CH:4][CH:3]=1, predict the reactants needed to synthesize it. (3) Given the product [CH3:30][N:31]1[CH2:33][CH:16]=[C:23](/[CH:22]=[CH:21]/[C:4]2[C:5]3[C:7](=[CH:10][CH:4]=[CH:5][CH:7]=3)[CH:8]=[CH:9][CH:10]=2)[CH2:24][CH2:32]1.[ClH:3], predict the reactants needed to synthesize it. The reactants are: [OH-].[Na+].[Cl:3][C:4]1[CH:10]=[C:9]([N+]([O-])=O)[CH:8]=[C:7](Cl)[C:5]=1N.F[C:16]1[C:23]([C:24]#N)=[C:22](F)[C:21](F)=C(F)C=1C#N.O.[CH3:30][N:31]([CH:33]=O)[CH3:32]. (4) Given the product [O:5]1[CH:6]2[C:7]([CH2:8][CH2:9][CH2:10][CH2:11]2)=[CH:12][CH2:2][CH2:1]1, predict the reactants needed to synthesize it. The reactants are: [CH2:1]([O:5][CH:6]1[CH2:11][CH2:10][CH2:9][CH2:8][C:7]1=[CH2:12])[CH2:2]C=C. (5) Given the product [F:18][C:15]1[CH:16]=[C:17]2[C:12](=[CH:13][CH:14]=1)[N:11]=[C:10]([CH:19]([NH:21][C:22](=[O:28])[O:23][C:24]([CH3:25])([CH3:27])[CH3:26])[CH3:20])[C:9]([C:29]1[CH:34]=[CH:33][CH:32]=[CH:31][N:30]=1)=[C:8]2[C:6]1[O:3][C:1]([CH3:2])=[N:4][N:5]=1, predict the reactants needed to synthesize it. The reactants are: [C:1]([NH:4][NH:5][C:6]([C:8]1[C:17]2[C:12](=[CH:13][CH:14]=[C:15]([F:18])[CH:16]=2)[N:11]=[C:10]([CH:19]([NH:21][C:22](=[O:28])[O:23][C:24]([CH3:27])([CH3:26])[CH3:25])[CH3:20])[C:9]=1[C:29]1[CH:34]=[CH:33][CH:32]=[CH:31][N:30]=1)=O)(=[O:3])[CH3:2].CC[N+](S(N=C(OC)[O-])(=O)=O)(CC)CC. (6) Given the product [Br:1][C:2]1[N:3]=[C:4]([C:7]2[CH:12]=[CH:11][CH:10]=[CH:9][CH:8]=2)[N:5]([CH2:14][C:15]([N:17]2[CH2:18][CH2:19][N:20]([C:23]3[N:24]=[CH:25][CH:26]=[CH:27][N:28]=3)[CH2:21][CH2:22]2)=[O:16])[N:6]=1, predict the reactants needed to synthesize it. The reactants are: [Br:1][C:2]1[NH:6][N:5]=[C:4]([C:7]2[CH:12]=[CH:11][CH:10]=[CH:9][CH:8]=2)[N:3]=1.Br[CH2:14][C:15]([N:17]1[CH2:22][CH2:21][N:20]([C:23]2[N:28]=[CH:27][CH:26]=[CH:25][N:24]=2)[CH2:19][CH2:18]1)=[O:16].C(=O)([O-])[O-].[K+].[K+].